Dataset: Full USPTO retrosynthesis dataset with 1.9M reactions from patents (1976-2016). Task: Predict the reactants needed to synthesize the given product. (1) Given the product [Cl:1][C:2]1[CH:29]=[CH:28][C:5]2[N:6]([C@@H:23]3[CH2:27][CH2:26][N:25]([CH2:36][C:37]([F:40])([F:39])[F:38])[CH2:24]3)[C:7]([CH2:9][N:10]3[C:14]4=[CH:15][N:16]=[CH:17][CH:18]=[C:13]4[C:12]([S:19]([CH3:22])(=[O:20])=[O:21])=[N:11]3)=[N:8][C:4]=2[CH:3]=1, predict the reactants needed to synthesize it. The reactants are: [Cl:1][C:2]1[CH:29]=[CH:28][C:5]2[N:6]([C@@H:23]3[CH2:27][CH2:26][NH:25][CH2:24]3)[C:7]([CH2:9][N:10]3[C:14]4=[CH:15][N:16]=[CH:17][CH:18]=[C:13]4[C:12]([S:19]([CH3:22])(=[O:21])=[O:20])=[N:11]3)=[N:8][C:4]=2[CH:3]=1.FC(F)(F)S(O[CH2:36][C:37]([F:40])([F:39])[F:38])(=O)=O. (2) Given the product [CH3:1][O:2][C:3]([C:4]1[CH:9]=[C:8]2[C:7](=[C:6]([Cl:12])[C:5]=1[NH2:13])[N:11]=[C:17]([CH3:18])[C:16]([CH3:15])=[N:10]2)=[O:14], predict the reactants needed to synthesize it. The reactants are: [CH3:1][O:2][C:3](=[O:14])[C:4]1[CH:9]=[C:8]([NH2:10])[C:7]([NH2:11])=[C:6]([Cl:12])[C:5]=1[NH2:13].[CH3:15][C:16](=O)[C:17](=O)[CH3:18].CCOC(C)=O. (3) Given the product [CH3:18][CH:14]([O:13][C:7]1[N:6]=[C:5]2[C:10]([N:11]=[C:3]([O:26][CH3:25])[N:4]2[CH:19]2[CH2:24][CH2:23][CH2:22][CH2:21][O:20]2)=[C:9]([NH2:12])[N:8]=1)[CH2:15][O:16][CH3:17], predict the reactants needed to synthesize it. The reactants are: [Na].Br[C:3]1[N:4]([CH:19]2[CH2:24][CH2:23][CH2:22][CH2:21][O:20]2)[C:5]2[C:10]([N:11]=1)=[C:9]([NH2:12])[N:8]=[C:7]([O:13][CH:14]([CH3:18])[CH2:15][O:16][CH3:17])[N:6]=2.[CH3:25][OH:26]. (4) Given the product [Cl:1][C:2]1[CH:11]=[C:10]2[C:5]([CH2:6][CH2:7][N:8]([S:12]([CH:15]=[CH:16][CH2:17][CH2:18][C:19]3[CH:20]=[N:21][CH:22]=[CH:23][CH:24]=3)(=[O:14])=[O:13])[CH2:9]2)=[CH:4][CH:3]=1, predict the reactants needed to synthesize it. The reactants are: [Cl:1][C:2]1[CH:11]=[C:10]2[C:5]([CH2:6][CH2:7][N:8]([S:12]([CH2:15][CH:16](O)[CH2:17][CH2:18][C:19]3[CH:20]=[N:21][CH:22]=[CH:23][CH:24]=3)(=[O:14])=[O:13])[CH2:9]2)=[CH:4][CH:3]=1.CCN(CC)CC.CS(Cl)(=O)=O. (5) Given the product [NH2:1][C:2]1[C:3]([C:8]([NH:25][C:24]2[CH:26]=[C:20]([O:19][CH2:18][C:13]3[C:12]([F:11])=[CH:17][CH:16]=[CH:15][N:14]=3)[CH:21]=[CH:22][C:23]=2[CH3:27])=[O:10])=[N:4][CH:5]=[CH:6][CH:7]=1, predict the reactants needed to synthesize it. The reactants are: [NH2:1][C:2]1[C:3]([C:8]([OH:10])=O)=[N:4][CH:5]=[CH:6][CH:7]=1.[F:11][C:12]1[C:13]([CH2:18][O:19][C:20]2[CH:21]=[CH:22][C:23]([CH3:27])=[C:24]([CH:26]=2)[NH2:25])=[N:14][CH:15]=[CH:16][CH:17]=1.CCN=C=NCCCN(C)C.C1C=CC2N(O)N=NC=2C=1.